The task is: Predict the reactants needed to synthesize the given product.. This data is from Full USPTO retrosynthesis dataset with 1.9M reactions from patents (1976-2016). (1) The reactants are: [OH:1][CH:2]1[CH2:10][CH:5]2[O:6][C:7](=[O:9])[CH2:8][CH:4]2[CH:3]1[CH2:11][CH2:12][C@@H:13]([OH:26])[CH2:14][O:15][C:16]1[CH:21]=[CH:20][CH:19]=[C:18]([C:22]([F:25])([F:24])[F:23])[CH:17]=1.O.[C:28]1([CH3:38])[CH:33]=[CH:32][C:31](S(O)(=O)=O)=CC=1.[O:39]1[CH:44]=[CH:43][CH2:42][CH2:41][CH2:40]1.C([O-])(O)=[O:46].[Na+]. Given the product [O:39]1[CH2:40][CH2:41][CH2:42][CH2:43][CH:44]1[O:1][CH:2]1[CH2:10][CH:5]2[O:6][C:7](=[O:9])[CH2:8][CH:4]2[CH:3]1[CH2:11][CH2:12][C@@H:13]([O:26][CH:31]1[CH2:32][CH2:33][CH2:28][CH2:38][O:46]1)[CH2:14][O:15][C:16]1[CH:21]=[CH:20][CH:19]=[C:18]([C:22]([F:25])([F:23])[F:24])[CH:17]=1, predict the reactants needed to synthesize it. (2) The reactants are: O=P(Cl)(Cl)Cl.[CH3:6][N:7]1[C:11]2=[N:12][CH:13]=[CH:14][CH:15]=[C:10]2[CH:9]=[CH:8]1.O.[C:17]([O-])(O)=[O:18].[Na+]. Given the product [CH3:6][N:7]1[C:11]2=[N:12][CH:13]=[CH:14][CH:15]=[C:10]2[C:9]([CH:17]=[O:18])=[CH:8]1, predict the reactants needed to synthesize it. (3) Given the product [CH3:1][N:2]([CH3:19])[CH2:3][CH2:4][N:5]([CH3:18])[C:6]([C:8]1[S:16][C:15]2[C:10](=[N:11][CH:12]=[CH:13][C:14]=2[O:37][C:34]2[CH:35]=[CH:36][C:31]([CH2:30][C:29](=[O:38])[NH:28][C:23]3[CH:22]=[C:21]([CH3:20])[CH:26]=[C:25]([CH3:27])[N:24]=3)=[CH:32][CH:33]=2)[CH:9]=1)=[O:7], predict the reactants needed to synthesize it. The reactants are: [CH3:1][N:2]([CH3:19])[CH2:3][CH2:4][N:5]([CH3:18])[C:6]([C:8]1[S:16][C:15]2[C:10](=[N:11][CH:12]=[CH:13][C:14]=2Cl)[CH:9]=1)=[O:7].[CH3:20][C:21]1[CH:26]=[C:25]([CH3:27])[N:24]=[C:23]([NH:28][C:29](=[O:38])[CH2:30][C:31]2[CH:36]=[CH:35][C:34]([OH:37])=[CH:33][CH:32]=2)[CH:22]=1. (4) Given the product [OH:32][C@H:3]([C@@H:2]([NH:1][C:56](=[O:57])[C@@H:55]([N:51]1[CH2:52][C:53](=[O:54])[N:49]([CH2:48][C:46]2[N:47]=[C:43]([CH:40]([CH3:42])[CH3:41])[S:44][CH:45]=2)[C:50]1=[O:63])[CH:59]([CH3:62])[CH2:60][CH3:61])[CH2:33][C:34]1[CH:35]=[CH:36][CH:37]=[CH:38][CH:39]=1)[CH2:4][C@@H:5]([NH:19][C:20]([C@@H:22]([NH:27][C:28](=[O:31])[O:29][CH3:30])[C:23]([CH3:26])([CH3:25])[CH3:24])=[O:21])[CH2:6][C:7]1[CH:12]=[CH:11][C:10]([C:13]2[CH:18]=[CH:17][CH:16]=[CH:15][N:14]=2)=[CH:9][CH:8]=1, predict the reactants needed to synthesize it. The reactants are: [NH2:1][C@@H:2]([CH2:33][C:34]1[CH:39]=[CH:38][CH:37]=[CH:36][CH:35]=1)[C@@H:3]([OH:32])[CH2:4][C@@H:5]([NH:19][C:20]([C@@H:22]([NH:27][C:28](=[O:31])[O:29][CH3:30])[C:23]([CH3:26])([CH3:25])[CH3:24])=[O:21])[CH2:6][C:7]1[CH:12]=[CH:11][C:10]([C:13]2[CH:18]=[CH:17][CH:16]=[CH:15][N:14]=2)=[CH:9][CH:8]=1.[CH:40]([C:43]1[S:44][CH:45]=[C:46]([CH2:48][N:49]2[C:53](=[O:54])[CH2:52][N:51]([C@@H:55]([C@@H:59]([CH3:62])[CH2:60][CH3:61])[C:56](O)=[O:57])[C:50]2=[O:63])[N:47]=1)([CH3:42])[CH3:41].CCOP(ON1N=NC2C=CC=CC=2C1=O)(OCC)=O.C(N(CC)C(C)C)(C)C.